From a dataset of Catalyst prediction with 721,799 reactions and 888 catalyst types from USPTO. Predict which catalyst facilitates the given reaction. (1) Reactant: [CH3:1][C:2]1([CH3:25])[S:8][C:7]2[CH:9]=[CH:10][C:11]([C:13](O)=[O:14])=[CH:12][C:6]=2[N:5]([S:16]([C:19]2[CH:24]=[CH:23][CH:22]=[CH:21][CH:20]=2)(=[O:18])=[O:17])[CH2:4][CH2:3]1.S(Cl)([Cl:28])=O. Product: [CH3:1][C:2]1([CH3:25])[S:8][C:7]2[CH:9]=[CH:10][C:11]([C:13]([Cl:28])=[O:14])=[CH:12][C:6]=2[N:5]([S:16]([C:19]2[CH:24]=[CH:23][CH:22]=[CH:21][CH:20]=2)(=[O:18])=[O:17])[CH2:4][CH2:3]1. The catalyst class is: 26. (2) Reactant: [CH2:1]([Mg]Br)[CH3:2].[CH3:5][N:6]([CH3:24])[C:7]1[CH:23]=[CH:22][C:10]([C:11]([C:13]2[CH:18]=[CH:17][C:16]([N:19]([CH3:21])[CH3:20])=[CH:15][CH:14]=2)=O)=[CH:9][CH:8]=1.[Cl-].[NH4+]. Product: [CH3:5][N:6]([CH3:24])[C:7]1[CH:23]=[CH:22][C:10]([C:11]([C:13]2[CH:18]=[CH:17][C:16]([N:19]([CH3:21])[CH3:20])=[CH:15][CH:14]=2)=[CH:1][CH3:2])=[CH:9][CH:8]=1. The catalyst class is: 1. (3) Reactant: Br[C:2]1[CH:3]=[C:4]([C:11]([F:14])([F:13])[F:12])[CH:5]=[C:6]2[C:10]=1[NH:9][CH:8]=[CH:7]2.[Li]CCCC.CN(C)[CH:22]=[O:23]. Product: [F:12][C:11]([F:14])([F:13])[C:4]1[CH:5]=[C:6]2[C:10](=[C:2]([CH:22]=[O:23])[CH:3]=1)[NH:9][CH:8]=[CH:7]2. The catalyst class is: 7.